This data is from Full USPTO retrosynthesis dataset with 1.9M reactions from patents (1976-2016). The task is: Predict the reactants needed to synthesize the given product. The reactants are: [CH3:1][N:2]1[C:6]2[CH:7]=[C:8]([C:11](=[O:20])[CH2:12][C:13]3[CH:18]=[CH:17][CH:16]=[C:15]([CH3:19])[N:14]=3)[CH:9]=[CH:10][C:5]=2[N:4]=[N:3]1.Br.O.C(=O)([O-])[OH:24].[Na+]. Given the product [CH3:1][N:2]1[C:6]2[CH:7]=[C:8]([C:11](=[O:20])[C:12]([C:13]3[CH:18]=[CH:17][CH:16]=[C:15]([CH3:19])[N:14]=3)=[O:24])[CH:9]=[CH:10][C:5]=2[N:4]=[N:3]1, predict the reactants needed to synthesize it.